This data is from Reaction yield outcomes from USPTO patents with 853,638 reactions. The task is: Predict the reaction yield, written as a fraction of the theoretical maximum amount of product (1.0 means a 100% yield; for example, 0.34 means a 34% yield). (1) The reactants are COC1C=CC(C[N:8]2[CH2:11][C:10]3([CH2:15][CH2:14][CH2:13][N:12]3[C:16]([O:18][CH2:19][C:20]3[CH:25]=[CH:24][CH:23]=[CH:22][CH:21]=3)=[O:17])[C:9]2=[O:26])=CC=1.O=[N+]([O-])[O-].[O-][N+](=O)[O-].[O-][N+](=O)[O-].[O-][N+](=O)[O-].[O-][N+](=O)[O-].[O-][N+](=O)[O-].[Ce+4].[NH4+].[NH4+]. The catalyst is CC#N.O. The product is [O:26]=[C:9]1[C:10]2([CH2:15][CH2:14][CH2:13][N:12]2[C:16]([O:18][CH2:19][C:20]2[CH:25]=[CH:24][CH:23]=[CH:22][CH:21]=2)=[O:17])[CH2:11][NH:8]1. The yield is 0.380. (2) The reactants are [C:1]([C:4]1[N:9]=[N:8][C:7]([NH:10][C@@H:11]2[CH2:16][CH2:15][CH2:14][CH2:13][C@@H:12]2[NH:17]C(=O)OC(C)(C)C)=[CH:6][C:5]=1[NH:25][C:26]1[CH:31]=[CH:30][CH:29]=[C:28]([CH:32]2[CH2:34][CH2:33]2)[N:27]=1)(=[O:3])[NH2:2].C(O)(C(F)(F)F)=O. The catalyst is ClCCl. The product is [NH2:17][C@H:12]1[CH2:13][CH2:14][CH2:15][CH2:16][C@H:11]1[NH:10][C:7]1[N:8]=[N:9][C:4]([C:1]([NH2:2])=[O:3])=[C:5]([NH:25][C:26]2[CH:31]=[CH:30][CH:29]=[C:28]([CH:32]3[CH2:33][CH2:34]3)[N:27]=2)[CH:6]=1. The yield is 0.100.